From a dataset of Full USPTO retrosynthesis dataset with 1.9M reactions from patents (1976-2016). Predict the reactants needed to synthesize the given product. (1) The reactants are: [C:1]1([N:7]2[C:12](=[O:13])[C:11]3[S:14][CH:15]=[C:16]([C:17]4[CH:22]=[CH:21][CH:20]=[CH:19][CH:18]=4)[C:10]=3[N:9]=[CH:8]2)[CH:6]=[CH:5][CH:4]=[CH:3][CH:2]=1.N[C:24]1C(C2C=CC=CC=2)=CS[C:25]=1C(OC)=O.C(OCC)(OCC)OCC.C(C1C=CC(N)=CC=1)C. Given the product [CH2:24]([C:4]1[CH:5]=[CH:6][C:1]([N:7]2[C:12](=[O:13])[C:11]3[S:14][CH:15]=[C:16]([C:17]4[CH:18]=[CH:19][CH:20]=[CH:21][CH:22]=4)[C:10]=3[N:9]=[CH:8]2)=[CH:2][CH:3]=1)[CH3:25], predict the reactants needed to synthesize it. (2) Given the product [C:26]([O:16][C:15]1[CH:14]=[C:13]([CH2:12][CH2:11][NH:10][C:1](=[O:9])[CH2:2][CH2:3][CH2:4][CH2:5][CH2:6][CH2:7][CH3:8])[CH:20]=[CH:19][C:17]=1[O:18][C:21](=[O:24])[CH3:22])(=[O:28])[CH3:27], predict the reactants needed to synthesize it. The reactants are: [C:1]([NH:10][CH2:11][CH2:12][C:13]1[CH:20]=[CH:19][C:17]([OH:18])=[C:15]([OH:16])[CH:14]=1)(=[O:9])[CH2:2][CH2:3][CH2:4][CH2:5][CH2:6][CH2:7][CH3:8].[C:21]([O-:24])(=O)[CH3:22].[Na+].[C:26](OC(=O)C)(=[O:28])[CH3:27]. (3) Given the product [C:1]([O:5][C:6]([C:8]1[C:16]2[CH2:15][CH2:14][N:13]([CH2:17][C:18]3[CH:19]=[CH:20][C:21]([O:24][CH3:25])=[CH:22][CH:23]=3)[CH:12]([CH2:26][NH:27][C:29](=[O:31])[CH3:30])[C:11]=2[S:10][C:9]=1[NH2:28])=[O:7])([CH3:4])([CH3:2])[CH3:3], predict the reactants needed to synthesize it. The reactants are: [C:1]([O:5][C:6]([C:8]1[C:16]2[CH2:15][CH2:14][N:13]([CH2:17][C:18]3[CH:23]=[CH:22][C:21]([O:24][CH3:25])=[CH:20][CH:19]=3)[CH:12]([CH2:26][NH2:27])[C:11]=2[S:10][C:9]=1[NH2:28])=[O:7])([CH3:4])([CH3:3])[CH3:2].[C:29](Cl)(=[O:31])[CH3:30]. (4) Given the product [CH2:32]([O:5][C:3](=[O:4])[C:2]([O:7][C:8]1[CH:13]=[CH:12][C:11]([OH:14])=[CH:10][C:9]=1[CH3:29])([CH3:1])[CH3:6])[CH3:33], predict the reactants needed to synthesize it. The reactants are: [CH3:1][C:2]([O:7][C:8]1[CH:13]=[CH:12][C:11]([O:14]CCC2N=C(C3C=CC=CC=3)OC=2C)=[CH:10][C:9]=1[CH3:29])([CH3:6])[C:3]([OH:5])=[O:4].[H][H].[CH2:32](O)[CH3:33].